From a dataset of NCI-60 drug combinations with 297,098 pairs across 59 cell lines. Regression. Given two drug SMILES strings and cell line genomic features, predict the synergy score measuring deviation from expected non-interaction effect. Drug 1: CC1=C2C(C(=O)C3(C(CC4C(C3C(C(C2(C)C)(CC1OC(=O)C(C(C5=CC=CC=C5)NC(=O)OC(C)(C)C)O)O)OC(=O)C6=CC=CC=C6)(CO4)OC(=O)C)O)C)O. Drug 2: CC1CCCC2(C(O2)CC(NC(=O)CC(C(C(=O)C(C1O)C)(C)C)O)C(=CC3=CSC(=N3)C)C)C. Cell line: SF-539. Synergy scores: CSS=68.3, Synergy_ZIP=6.73, Synergy_Bliss=5.05, Synergy_Loewe=9.88, Synergy_HSA=9.41.